Predict the reactants needed to synthesize the given product. From a dataset of Full USPTO retrosynthesis dataset with 1.9M reactions from patents (1976-2016). (1) Given the product [C:1]([O:5][CH:6]([C:11]1[C:12]([CH:36]([CH3:38])[CH3:37])=[N:13][C:14]2[C:15]([CH3:35])([CH3:34])[CH2:16][NH:17][CH2:18][C:19]=2[C:20]=1[C:21]1[CH:26]=[CH:25][C:24]([F:27])=[CH:23][CH:22]=1)[C:7]([O:9][CH3:10])=[O:8])([CH3:4])([CH3:3])[CH3:2], predict the reactants needed to synthesize it. The reactants are: [C:1]([O:5][CH:6]([C:11]1[C:12]([CH:36]([CH3:38])[CH3:37])=[N:13][C:14]2[C:15]([CH3:35])([CH3:34])[CH2:16][N:17](C(=O)C(F)(F)F)[CH2:18][C:19]=2[C:20]=1[C:21]1[CH:26]=[CH:25][C:24]([F:27])=[CH:23][CH:22]=1)[C:7]([O:9][CH3:10])=[O:8])([CH3:4])([CH3:3])[CH3:2].C([O-])([O-])=O.[K+].[K+]. (2) The reactants are: NC1C=C(OC2C=CC(C3N(CC4C=CC(C)=CC=4C)C(=O)C(C#N)=C(C(F)(F)F)C=3)=CC=2)C=CC=1.ClC(Cl)(OC(=O)OC(Cl)(Cl)Cl)Cl.[CH3:49][C:50]1[CH:85]=[C:84]([CH3:86])[CH:83]=[CH:82][C:51]=1[CH2:52][N:53]1[C:58]([C:59]2[CH:64]=[CH:63][C:62]([O:65][C:66]3[CH:71]=[CH:70][CH:69]=[C:68]([N:72]=[C:73]=[O:74])[CH:67]=3)=[CH:61][CH:60]=2)=[CH:57][C:56]([C:75]([F:78])([F:77])[F:76])=[C:55]([C:79]#[N:80])[C:54]1=[O:81].[N:87]1([CH2:93][CH2:94][CH2:95][OH:96])[CH2:92][CH2:91][O:90][CH2:89][CH2:88]1. Given the product [C:79]([C:55]1[C:54](=[O:81])[N:53]([CH2:52][C:51]2[CH:82]=[CH:83][C:84]([CH3:86])=[CH:85][C:50]=2[CH3:49])[C:58]([C:59]2[CH:64]=[CH:63][C:62]([O:65][C:66]3[CH:67]=[C:68]([NH:72][C:73](=[O:74])[O:96][CH2:95][CH2:94][CH2:93][N:87]4[CH2:92][CH2:91][O:90][CH2:89][CH2:88]4)[CH:69]=[CH:70][CH:71]=3)=[CH:61][CH:60]=2)=[CH:57][C:56]=1[C:75]([F:76])([F:77])[F:78])#[N:80], predict the reactants needed to synthesize it. (3) Given the product [NH2:1][C:2]1[NH:6][N:5]=[C:4]([NH:7][C:8]2[CH:9]=[C:10]([CH:15]=[CH:16][CH:17]=2)[C:11]([OH:13])=[O:12])[N:3]=1, predict the reactants needed to synthesize it. The reactants are: [NH2:1][C:2]1[NH:6][N:5]=[C:4]([NH:7][C:8]2[CH:9]=[C:10]([CH:15]=[CH:16][CH:17]=2)[C:11]([O:13]C)=[O:12])[N:3]=1.[OH-].[Li+]. (4) The reactants are: [Cl:1]N1C(=O)CCC1=O.CN(C=O)C.[C:14]1([CH2:20][CH2:21][CH:22]=[N:23][OH:24])[CH:19]=[CH:18][CH:17]=[CH:16][CH:15]=1.C(OCC)C. Given the product [C:14]1([CH2:20][CH2:21][C:22]([Cl:1])=[N:23][OH:24])[CH:19]=[CH:18][CH:17]=[CH:16][CH:15]=1, predict the reactants needed to synthesize it. (5) Given the product [Cl:1][C:2]1[CH:9]=[CH:8][C:5]([CH2:6][Cl:13])=[C:4]([CH3:10])[CH:3]=1, predict the reactants needed to synthesize it. The reactants are: [Cl:1][C:2]1[CH:9]=[CH:8][C:5]([CH2:6]O)=[C:4]([CH3:10])[CH:3]=1.S(Cl)([Cl:13])=O. (6) The reactants are: [OH:1][C:2]([C:34]1[CH:39]=[CH:38][CH:37]=[CH:36][CH:35]=1)([C:28]1[CH:33]=[CH:32][CH:31]=[CH:30][CH:29]=1)[CH:3]1[CH2:8][CH2:7][N:6]([CH:9](O)[CH2:10][CH2:11][CH2:12][C:13]2[CH:18]=[CH:17][C:16]([C:19]([CH3:26])([CH3:25])[C:20]([O:22]CC)=[O:21])=[CH:15][CH:14]=2)[CH2:5][CH2:4]1.[OH-:40].[Na+]. Given the product [OH:1][C:2]([C:34]1[CH:35]=[CH:36][CH:37]=[CH:38][CH:39]=1)([C:28]1[CH:33]=[CH:32][CH:31]=[CH:30][CH:29]=1)[CH:3]1[CH2:4][CH2:5][N:6]([CH2:9][CH2:10][CH2:11][CH:12]([C:13]2[CH:18]=[CH:17][C:16]([C:19]([CH3:25])([CH3:26])[C:20]([OH:22])=[O:21])=[CH:15][CH:14]=2)[OH:40])[CH2:7][CH2:8]1, predict the reactants needed to synthesize it. (7) Given the product [Br-:25].[O:31]1[CH:32]=[CH:33][N:34]=[C:30]1[NH:29][C:27]([CH2:26][N+:1]12[CH2:8][CH2:7][CH:4]([CH2:5][CH2:6]1)[C@@H:3]([O:9][C:10]([C:12]1([C:19]3[CH:20]=[CH:21][CH:22]=[CH:23][CH:24]=3)[CH2:18][CH2:17][CH2:16][CH2:15][CH2:14][CH2:13]1)=[O:11])[CH2:2]2)=[O:28], predict the reactants needed to synthesize it. The reactants are: [N:1]12[CH2:8][CH2:7][CH:4]([CH2:5][CH2:6]1)[C@@H:3]([O:9][C:10]([C:12]1([C:19]3[CH:24]=[CH:23][CH:22]=[CH:21][CH:20]=3)[CH2:18][CH2:17][CH2:16][CH2:15][CH2:14][CH2:13]1)=[O:11])[CH2:2]2.[Br:25][CH2:26][C:27]([NH:29][C:30]1[O:31][CH:32]=[CH:33][N:34]=1)=[O:28].